This data is from Catalyst prediction with 721,799 reactions and 888 catalyst types from USPTO. The task is: Predict which catalyst facilitates the given reaction. (1) Reactant: [CH2:1]([C@@H:8]1[CH2:12][O:11][C:10](=[O:13])[N:9]1[C:14](=[O:24])[C@@H:15]([CH:18]1[CH2:23][CH2:22][O:21][CH2:20][CH2:19]1)[CH2:16]I)[C:2]1[CH:7]=[CH:6][CH:5]=[CH:4][CH:3]=1.[C:25]([O-:28])(=[S:27])[CH3:26].[K+].O. The catalyst class is: 3. Product: [CH2:1]([C@@H:8]1[CH2:12][O:11][C:10](=[O:13])[N:9]1[C:14](=[O:24])[C@@H:15]([CH:18]1[CH2:23][CH2:22][O:21][CH2:20][CH2:19]1)[CH2:16][S:27][C:25](=[O:28])[CH3:26])[C:2]1[CH:7]=[CH:6][CH:5]=[CH:4][CH:3]=1. (2) Reactant: [Br:1][C:2]1[CH:3]=[CH:4][C:5]([CH:8]=[CH:9][CH2:10][OH:11])=[N:6][CH:7]=1.C(N([CH2:17][CH3:18])CC)C.[CH3:19]S(Cl)(=O)=O. Product: [Br:1][C:2]1[CH:3]=[CH:4][C:5]([CH:8]=[CH:9][CH2:10][O:11][CH:17]([CH3:18])[CH3:19])=[N:6][CH:7]=1. The catalyst class is: 7. (3) Reactant: [CH:1]([C:3]1[S:4][CH:5]=[C:6]([CH2:8][N:9]([CH3:17])[C:10](=[O:16])[O:11][C:12]([CH3:15])([CH3:14])[CH3:13])[N:7]=1)=O.[I:18][C:19]1[CH:20]=[C:21]([NH:30][NH2:31])[CH:22]=[CH:23][C:24]=1[C:25]1[O:29][CH:28]=[N:27][CH:26]=1. Product: [CH3:17][N:9]([CH2:8][C:6]1[N:7]=[C:3]([CH:1]=[N:31][NH:30][C:21]2[CH:22]=[CH:23][C:24]([C:25]3[O:29][CH:28]=[N:27][CH:26]=3)=[C:19]([I:18])[CH:20]=2)[S:4][CH:5]=1)[C:10](=[O:16])[O:11][C:12]([CH3:15])([CH3:14])[CH3:13]. The catalyst class is: 8. (4) The catalyst class is: 435. Product: [Cl:13][C:12]1[C:7]2[N:6]=[C:5]([NH:29][C:25]3[C:26]([CH3:28])=[CH:27][C:22]([N:21]([CH3:30])[CH3:20])=[N:23][CH:24]=3)[N:4]([CH2:1][CH:2]=[CH2:3])[C:8]=2[C:9]([CH:14]([CH2:17][CH3:18])[CH2:15][CH3:16])=[CH:10][CH:11]=1. Reactant: [CH2:1]([N:4]1[C:8]2[C:9]([CH:14]([CH2:17][CH3:18])[CH2:15][CH3:16])=[CH:10][CH:11]=[C:12]([Cl:13])[C:7]=2[N:6]=[C:5]1Cl)[CH:2]=[CH2:3].[CH3:20][N:21]([CH3:30])[C:22]1[CH:27]=[C:26]([CH3:28])[C:25]([NH2:29])=[CH:24][N:23]=1.O.C1(C)C=CC(S(O)(=O)=O)=CC=1. (5) Reactant: [CH3:1][C:2]([C:4]1[CH:9]=[CH:8][C:7]([O:10][CH3:11])=[CH:6][CH:5]=1)=[O:3].C(#N)C.FC(F)(F)C(O)=[O:18].FC(F)(F)C(OI(C1C=CC=CC=1)OC(=O)C(F)(F)F)=O. Product: [OH:18][CH2:1][C:2]([C:4]1[CH:9]=[CH:8][C:7]([O:10][CH3:11])=[CH:6][CH:5]=1)=[O:3]. The catalyst class is: 6. (6) Reactant: Cl.CN(C)CCCN=C=NCC.O.ON1C2C=CC=CC=2N=N1.[C:24]([O:28][C:29]([N:31]1[CH2:36][CH2:35][CH:34](C(O)=O)[CH2:33][CH:32]1[CH3:40])=[O:30])([CH3:27])([CH3:26])[CH3:25].N[C@H](CC1C=CC2C(=CC=CC=2)C=1)C(N(C)[C@@H](C1ON=C(C)N=1)CC1C=CC2C(=CC=CC=2)C=1)=O.FC(F)(F)C([O-])=O.C(N(C(C)C)CC)(C)C. Product: [C:24]([O:28][C:29]([N:31]1[CH2:36][CH2:35][CH2:34][CH2:33][CH:32]1[CH3:40])=[O:30])([CH3:27])([CH3:25])[CH3:26]. The catalyst class is: 9. (7) Reactant: [H-].[Na+].[C:3]1([C:9]2[N:10]=[CH:11][NH:12][CH:13]=2)[CH:8]=[CH:7][CH:6]=[CH:5][CH:4]=1.[CH3:14][O:15][C:16](=[O:19])[CH2:17]Cl. Product: [C:3]1([C:9]2[N:10]=[CH:11][N:12]([CH2:17][C:16]([O:15][CH3:14])=[O:19])[CH:13]=2)[CH:4]=[CH:5][CH:6]=[CH:7][CH:8]=1. The catalyst class is: 215. (8) Reactant: [F-].[Cs+].COCCOC.[CH3:9][S:10][C:11]1[CH:16]=[CH:15][C:14](B(O)O)=[CH:13][CH:12]=1.[NH2:20][C:21]1[CH:30]=[CH:29][C:24]([C:25]([O:27][CH3:28])=[O:26])=[CH:23][C:22]=1I. Product: [NH2:20][C:21]1[C:22]([C:14]2[CH:15]=[CH:16][C:11]([S:10][CH3:9])=[CH:12][CH:13]=2)=[CH:23][C:24]([C:25]([O:27][CH3:28])=[O:26])=[CH:29][CH:30]=1. The catalyst class is: 521. (9) Reactant: [C:1]([O:5][C:6]([N:8]1[CH2:13][CH2:12][CH:11]([OH:14])[CH2:10][CH2:9]1)=[O:7])([CH3:4])([CH3:3])[CH3:2].[Cl:15][C:16]1[CH:21]=[C:20]([N+:22]([O-:24])=[O:23])[CH:19]=[CH:18][C:17]=1O.C1(P(C2C=CC=CC=2)C2C=CC=CC=2)C=CC=CC=1.N(C(OCC)=O)=NC(OCC)=O. Product: [C:1]([O:5][C:6]([N:8]1[CH2:13][CH2:12][CH:11]([O:14][C:17]2[CH:18]=[CH:19][C:20]([N+:22]([O-:24])=[O:23])=[CH:21][C:16]=2[Cl:15])[CH2:10][CH2:9]1)=[O:7])([CH3:4])([CH3:2])[CH3:3]. The catalyst class is: 4. (10) Reactant: C([O:8][CH2:9][CH2:10][CH2:11][CH2:12][CH2:13][CH2:14][CH2:15][C:16]([F:22])([F:21])[C:17]([F:20])([F:19])[F:18])C1C=CC=CC=1.CN(C)C1C=CC=CC=1.[Cl-].[Cl-].[Cl-].[Al+3].Cl. Product: [F:21][C:16]([F:22])([C:17]([F:18])([F:19])[F:20])[CH2:15][CH2:14][CH2:13][CH2:12][CH2:11][CH2:10][CH2:9][OH:8]. The catalyst class is: 2.